From a dataset of Forward reaction prediction with 1.9M reactions from USPTO patents (1976-2016). Predict the product of the given reaction. (1) Given the reactants Br[C:2]1[CH:19]=[CH:18][C:5]([C:6]([NH:8][CH2:9][C:10]2[CH:15]=[CH:14][CH:13]=[C:12]([O:16][CH3:17])[CH:11]=2)=[O:7])=[CH:4][CH:3]=1.CC1(C)C(C)(C)OB([C:28]2[CH:29]=[N:30][NH:31][CH:32]=2)O1.C(=O)([O-])[O-].[Na+].[Na+].COCCOC, predict the reaction product. The product is: [CH3:17][O:16][C:12]1[CH:11]=[C:10]([CH:15]=[CH:14][CH:13]=1)[CH2:9][NH:8][C:6](=[O:7])[C:5]1[CH:18]=[CH:19][C:2]([C:28]2[CH:29]=[N:30][NH:31][CH:32]=2)=[CH:3][CH:4]=1. (2) Given the reactants [C:1]([C:3]1[CH:4]=[CH:5][C:6]([C:9]2[N:13]([C:14]3[CH:19]=[CH:18][CH:17]=[CH:16][N:15]=3)[N:12]=[C:11]([C:20]([OH:22])=O)[CH:10]=2)=[N:7][CH:8]=1)#[N:2].[C:23]([NH2:27])([CH3:26])([CH3:25])[CH3:24], predict the reaction product. The product is: [C:23]([NH:27][C:20]([C:11]1[CH:10]=[C:9]([C:6]2[CH:5]=[CH:4][C:3]([C:1]#[N:2])=[CH:8][N:7]=2)[N:13]([C:14]2[CH:19]=[CH:18][CH:17]=[CH:16][N:15]=2)[N:12]=1)=[O:22])([CH3:26])([CH3:25])[CH3:24]. (3) Given the reactants [CH3:1][O:2][C:3]1[CH:8]=[CH:7][C:6]([C@@H:9]([N:11]2[CH2:16][CH2:15][C:14]([C:18]3[CH:25]=[CH:24][C:21]([CH:22]=[O:23])=[CH:20][CH:19]=3)([CH3:17])[O:13][C:12]2=[O:26])[CH3:10])=[CH:5][CH:4]=1.[BH4-].[Na+], predict the reaction product. The product is: [OH:23][CH2:22][C:21]1[CH:24]=[CH:25][C:18]([C@@:14]2([CH3:17])[O:13][C:12](=[O:26])[N:11]([C@H:9]([C:6]3[CH:5]=[CH:4][C:3]([O:2][CH3:1])=[CH:8][CH:7]=3)[CH3:10])[CH2:16][CH2:15]2)=[CH:19][CH:20]=1.